This data is from Full USPTO retrosynthesis dataset with 1.9M reactions from patents (1976-2016). The task is: Predict the reactants needed to synthesize the given product. (1) The reactants are: [O:1]1[C:5]2[CH:6]=[CH:7][C:8]([C:10]3([C:13]([NH:15][C:16]4[S:17][C:18]([CH:21]([C:28]5[CH:33]=[CH:32][CH:31]=[CH:30][C:29]=5[Cl:34])[N:22]5[CH2:26][CH2:25][C@@H:24]([OH:27])[CH2:23]5)=[CH:19][N:20]=4)=[O:14])[CH2:12][CH2:11]3)=[CH:9][C:4]=2[O:3][CH2:2]1.Cl[C:36]([O:38][C@H:39]1[CH2:44][C@@H:43]([CH3:45])[CH2:42][CH2:41][C@@H:40]1[CH:46]([CH3:48])[CH3:47])=[O:37]. Given the product [C:36](=[O:37])([O:38][C@H:39]1[CH2:44][C@@H:43]([CH3:45])[CH2:42][CH2:41][C@@H:40]1[CH:46]([CH3:48])[CH3:47])[O:27][C@@H:24]1[CH2:25][CH2:26][N:22]([CH:21]([C:18]2[S:17][C:16]([NH:15][C:13]([C:10]3([C:8]4[CH:7]=[CH:6][C:5]5[O:1][CH2:2][O:3][C:4]=5[CH:9]=4)[CH2:12][CH2:11]3)=[O:14])=[N:20][CH:19]=2)[C:28]2[CH:33]=[CH:32][CH:31]=[CH:30][C:29]=2[Cl:34])[CH2:23]1, predict the reactants needed to synthesize it. (2) Given the product [Br:1][C:2]1[C:7]([N+:8]([O-:10])=[O:9])=[CH:6][CH:5]=[CH:4][C:3]=1[O:11][CH3:12], predict the reactants needed to synthesize it. The reactants are: [Br:1][C:2]1[C:7]([N+:8]([O-:10])=[O:9])=[CH:6][CH:5]=[CH:4][C:3]=1[OH:11].[C:12](=O)([O-])[O-].[Cs+].[Cs+].IC.O.